From a dataset of NCI-60 drug combinations with 297,098 pairs across 59 cell lines. Regression. Given two drug SMILES strings and cell line genomic features, predict the synergy score measuring deviation from expected non-interaction effect. (1) Drug 1: C1=CC(=CC=C1CC(C(=O)O)N)N(CCCl)CCCl.Cl. Drug 2: CN(CC1=CN=C2C(=N1)C(=NC(=N2)N)N)C3=CC=C(C=C3)C(=O)NC(CCC(=O)O)C(=O)O. Cell line: HT29. Synergy scores: CSS=46.3, Synergy_ZIP=-0.544, Synergy_Bliss=-2.17, Synergy_Loewe=-10.4, Synergy_HSA=-4.60. (2) Drug 1: CC1=C(C(=O)C2=C(C1=O)N3CC4C(C3(C2COC(=O)N)OC)N4)N. Drug 2: C1CNP(=O)(OC1)N(CCCl)CCCl. Cell line: SR. Synergy scores: CSS=48.0, Synergy_ZIP=-1.90, Synergy_Bliss=-4.25, Synergy_Loewe=-33.3, Synergy_HSA=-4.29. (3) Drug 1: CC1=C(C=C(C=C1)NC2=NC=CC(=N2)N(C)C3=CC4=NN(C(=C4C=C3)C)C)S(=O)(=O)N.Cl. Drug 2: CCCCCOC(=O)NC1=NC(=O)N(C=C1F)C2C(C(C(O2)C)O)O. Synergy scores: CSS=1.84, Synergy_ZIP=4.20, Synergy_Bliss=0.552, Synergy_Loewe=-0.0452, Synergy_HSA=0.716. Cell line: MOLT-4. (4) Drug 1: CC1=C(C=C(C=C1)NC2=NC=CC(=N2)N(C)C3=CC4=NN(C(=C4C=C3)C)C)S(=O)(=O)N.Cl. Drug 2: CCC1=C2CN3C(=CC4=C(C3=O)COC(=O)C4(CC)O)C2=NC5=C1C=C(C=C5)O. Cell line: UACC-257. Synergy scores: CSS=20.0, Synergy_ZIP=-3.73, Synergy_Bliss=1.52, Synergy_Loewe=-15.8, Synergy_HSA=0.695. (5) Drug 1: CC(CN1CC(=O)NC(=O)C1)N2CC(=O)NC(=O)C2. Drug 2: CC1C(C(=O)NC(C(=O)N2CCCC2C(=O)N(CC(=O)N(C(C(=O)O1)C(C)C)C)C)C(C)C)NC(=O)C3=C4C(=C(C=C3)C)OC5=C(C(=O)C(=C(C5=N4)C(=O)NC6C(OC(=O)C(N(C(=O)CN(C(=O)C7CCCN7C(=O)C(NC6=O)C(C)C)C)C)C(C)C)C)N)C. Cell line: IGROV1. Synergy scores: CSS=24.0, Synergy_ZIP=-1.50, Synergy_Bliss=3.60, Synergy_Loewe=3.10, Synergy_HSA=3.02. (6) Drug 1: CCC1=C2CN3C(=CC4=C(C3=O)COC(=O)C4(CC)O)C2=NC5=C1C=C(C=C5)O. Drug 2: C(CC(=O)O)C(=O)CN.Cl. Cell line: A549. Synergy scores: CSS=16.0, Synergy_ZIP=-6.06, Synergy_Bliss=-1.43, Synergy_Loewe=-12.7, Synergy_HSA=-1.97. (7) Drug 1: CC1=CC2C(CCC3(C2CCC3(C(=O)C)OC(=O)C)C)C4(C1=CC(=O)CC4)C. Drug 2: CC1=C(C=C(C=C1)NC(=O)C2=CC=C(C=C2)CN3CCN(CC3)C)NC4=NC=CC(=N4)C5=CN=CC=C5. Cell line: SNB-75. Synergy scores: CSS=-4.60, Synergy_ZIP=2.59, Synergy_Bliss=-1.17, Synergy_Loewe=-6.93, Synergy_HSA=-6.60. (8) Drug 1: CC1CCC2CC(C(=CC=CC=CC(CC(C(=O)C(C(C(=CC(C(=O)CC(OC(=O)C3CCCCN3C(=O)C(=O)C1(O2)O)C(C)CC4CCC(C(C4)OC)OCCO)C)C)O)OC)C)C)C)OC. Drug 2: C1CNP(=O)(OC1)N(CCCl)CCCl. Cell line: SK-MEL-28. Synergy scores: CSS=7.39, Synergy_ZIP=-2.12, Synergy_Bliss=0.145, Synergy_Loewe=-3.59, Synergy_HSA=-1.00. (9) Drug 1: CNC(=O)C1=CC=CC=C1SC2=CC3=C(C=C2)C(=NN3)C=CC4=CC=CC=N4. Drug 2: C1=C(C(=O)NC(=O)N1)F. Cell line: A549. Synergy scores: CSS=56.1, Synergy_ZIP=3.75, Synergy_Bliss=0.838, Synergy_Loewe=1.70, Synergy_HSA=3.17.